Dataset: Full USPTO retrosynthesis dataset with 1.9M reactions from patents (1976-2016). Task: Predict the reactants needed to synthesize the given product. (1) The reactants are: Br[C:2]1[CH:7]=[CH:6][C:5]([C:8]2[N:9]=[C:10]([C:22]3[CH:27]=[CH:26][CH:25]=[CH:24][N:23]=3)[N:11]([CH3:21])[C:12]=2[S:13][C:14]2[CH:19]=[CH:18][C:17]([Cl:20])=[CH:16][CH:15]=2)=[CH:4][CH:3]=1.C1(C)C=CC=CC=1.[CH3:35][CH2:36][O:37]C(C)=O. Given the product [Cl:20][C:17]1[CH:18]=[CH:19][C:14]([S:13][C:12]2[N:11]([CH3:21])[C:10]([C:22]3[CH:27]=[CH:26][CH:25]=[CH:24][N:23]=3)=[N:9][C:8]=2[C:5]2[CH:6]=[CH:7][C:2]([C:36](=[O:37])[CH3:35])=[CH:3][CH:4]=2)=[CH:15][CH:16]=1, predict the reactants needed to synthesize it. (2) The reactants are: [CH3:1][N:2]([CH3:16])[C:3](=[O:15])[C@H:4]([CH:12]([CH3:14])[CH3:13])[NH:5][C:6]1[CH2:10][S:9][C:8](=[O:11])[N:7]=1.[F:17][C:18]([F:39])([F:38])[C:19]1[CH:33]=[C:32]([C:34]([F:37])([F:36])[F:35])[CH:31]=[CH:30][C:20]=1[CH2:21][N:22]1[CH2:27][CH2:26][CH:25]([CH:28]=O)[CH2:24][CH2:23]1.C([O-])(=O)C.[NH2+]1CCCCC1. Given the product [F:39][C:18]([F:17])([F:38])[C:19]1[CH:33]=[C:32]([C:34]([F:37])([F:36])[F:35])[CH:31]=[CH:30][C:20]=1[CH2:21][N:22]1[CH2:27][CH2:26][CH:25](/[CH:28]=[C:10]2/[C:6]([NH:5][C@H:4]([C:3]([N:2]([CH3:1])[CH3:16])=[O:15])[CH:12]([CH3:14])[CH3:13])=[N:7][C:8](=[O:11])[S:9]/2)[CH2:24][CH2:23]1, predict the reactants needed to synthesize it. (3) Given the product [CH3:1][O:2][C:3]1[N:4]=[CH:5][CH:6]=[C:7]2[C:11]([C:12]3[CH:13]=[CH:14][CH:15]=[CH:16][CH:17]=3)=[N:10][N:9]([C:19]3[CH:23]=[CH:22][S:21][CH:20]=3)[C:8]=12, predict the reactants needed to synthesize it. The reactants are: [CH3:1][O:2][C:3]1[N:4]=[CH:5][CH:6]=[C:7]2[C:11]([C:12]3[CH:17]=[CH:16][CH:15]=[CH:14][CH:13]=3)=[N:10][NH:9][C:8]=12.I[C:19]1[CH:23]=[CH:22][S:21][CH:20]=1.N1CCC[C@H]1C(O)=O.C(=O)([O-])[O-].[K+].[K+]. (4) The reactants are: [CH:1]1([CH2:4][O:5][C:6]2[N:11]=[C:10]([C:12]([OH:14])=O)[CH:9]=[CH:8][C:7]=2[N:15]2[CH2:18][C:17]([F:20])([F:19])[CH2:16]2)[CH2:3][CH2:2]1.Cl.[NH2:22][CH:23]([CH2:29][CH2:30][C:31]1[CH:36]=[CH:35][CH:34]=[CH:33][CH:32]=1)[CH2:24][C:25]([O:27][CH3:28])=[O:26].CN(C(ON1N=NC2C=CC=CC1=2)=[N+](C)C)C.[B-](F)(F)(F)F.CCN(C(C)C)C(C)C. Given the product [CH:1]1([CH2:4][O:5][C:6]2[N:11]=[C:10]([C:12]([NH:22][CH:23]([CH2:29][CH2:30][C:31]3[CH:32]=[CH:33][CH:34]=[CH:35][CH:36]=3)[CH2:24][C:25]([O:27][CH3:28])=[O:26])=[O:14])[CH:9]=[CH:8][C:7]=2[N:15]2[CH2:18][C:17]([F:20])([F:19])[CH2:16]2)[CH2:2][CH2:3]1, predict the reactants needed to synthesize it. (5) Given the product [F:17][CH:15]([F:16])[C:13]1[N:12]2[N:19]=[CH:20][C:21]([C:22]([O:24][CH2:25][CH3:26])=[O:23])=[C:11]2[N:10]=[C:9]([C:6]2[CH:5]=[CH:4][C:3]([CH2:1][CH3:2])=[CH:8][CH:7]=2)[CH:14]=1, predict the reactants needed to synthesize it. The reactants are: [CH2:1]([C:3]1[CH:8]=[CH:7][C:6]([C:9]2[CH:14]=[C:13]([C:15](F)([F:17])[F:16])[N:12]3[N:19]=[CH:20][C:21]([C:22]([O:24][CH2:25][CH3:26])=[O:23])=[C:11]3[N:10]=2)=[CH:5][CH:4]=1)[CH3:2].NC1C(C(OCC)=O)=CNN=1.C(C1C=CC(C(=O)CC(=O)C(F)F)=CC=1)C. (6) Given the product [CH3:27][C:28]1[CH:35]=[CH:34][C:31]([CH2:32][NH:33][C:12]([C:9]2[CH:10]=[C:11]3[C:6]([CH:5]=[CH:4][N:3]([CH2:15][C:16]4[CH:21]=[CH:20][C:19]([C:22]5[N:26]=[N:25][NH:24][N:23]=5)=[CH:18][CH:17]=4)[C:2]3=[O:1])=[CH:7][CH:8]=2)=[O:13])=[CH:30][CH:29]=1, predict the reactants needed to synthesize it. The reactants are: [O:1]=[C:2]1[C:11]2[C:6](=[CH:7][CH:8]=[C:9]([C:12](O)=[O:13])[CH:10]=2)[CH:5]=[CH:4][N:3]1[CH2:15][C:16]1[CH:21]=[CH:20][C:19]([C:22]2[N:23]=[N:24][NH:25][N:26]=2)=[CH:18][CH:17]=1.[CH3:27][C:28]1[CH:35]=[CH:34][C:31]([CH2:32][NH2:33])=[CH:30][CH:29]=1. (7) Given the product [N:1]1[CH:6]=[CH:5][CH:4]=[CH:3][C:2]=1[C:7]1[C:8]([CH:17]([NH2:19])[CH3:18])=[N:9][C:10]2[C:15]([CH:16]=1)=[CH:14][CH:13]=[CH:12][N:11]=2, predict the reactants needed to synthesize it. The reactants are: [N:1]1[CH:6]=[CH:5][CH:4]=[CH:3][C:2]=1[C:7]1[C:8]([CH:17]([NH:19]C(=O)OC(C)(C)C)[CH3:18])=[N:9][C:10]2[C:15]([CH:16]=1)=[CH:14][CH:13]=[CH:12][N:11]=2.C(O)(C(F)(F)F)=O.